This data is from Reaction yield outcomes from USPTO patents with 853,638 reactions. The task is: Predict the reaction yield, written as a fraction of the theoretical maximum amount of product (1.0 means a 100% yield; for example, 0.34 means a 34% yield). The reactants are [CH3:1][CH:2]1[CH2:6][CH2:5][CH2:4][C:3]1=[O:7].ClC1C=CC(N([S:16]([C:19]([F:22])([F:21])[F:20])(=[O:18])=[O:17])[S:16]([C:19]([F:22])([F:21])[F:20])(=[O:18])=[O:17])=NC=1.C[Si]([N-][Si](C)(C)C)(C)C.[K+].O. The yield is 0.300. The catalyst is O1CCCC1. The product is [F:20][C:19]([F:22])([F:21])[S:16]([O:7][C:3]1[CH:2]([CH3:1])[CH2:6][CH2:5][CH:4]=1)(=[O:18])=[O:17].